Dataset: Catalyst prediction with 721,799 reactions and 888 catalyst types from USPTO. Task: Predict which catalyst facilitates the given reaction. Reactant: [OH:1][C@H:2]1[CH2:6][N:5](C(OCC2C=CC=CC=2)=O)[C@@H:4]([CH2:17][OH:18])[CH2:3]1.[ClH:19].O1CCOCC1.CO. Product: [ClH:19].[OH:18][CH2:17][C@@H:4]1[NH:5][CH2:6][C@H:2]([OH:1])[CH2:3]1. The catalyst class is: 29.